Predict the reaction yield, written as a fraction of the theoretical maximum amount of product (1.0 means a 100% yield; for example, 0.34 means a 34% yield). From a dataset of Reaction yield outcomes from USPTO patents with 853,638 reactions. (1) The reactants are [CH3:1][O:2][C:3]1[N:8]=[CH:7][C:6]([CH:9]([OH:15])[CH:10]([N+:12]([O-:14])=[O:13])[CH3:11])=[CH:5][CH:4]=1.[H][H]. The catalyst is CO.[Pd]. The product is [CH3:1][O:2][C:3]1[N:8]=[CH:7][C:6]([CH:9]([OH:15])[CH:10]([N+:12]([O-:14])=[O:13])[CH3:11])=[CH:5][CH:4]=1.[NH2:12][C@@H:10]([CH3:11])[C@@H:9]([C:6]1[CH:7]=[N:8][C:3]([O:2][CH3:1])=[CH:4][CH:5]=1)[OH:15]. The yield is 0.240. (2) The reactants are [C:1]([CH:3]1[CH2:6][N:5]([C:7](=[O:39])[C@H:8]([NH:10][C:11]([C:13]2[C:21]3[C:16](=[N:17][CH:18]=[C:19]([C:22]4[C:23]5[S:30][CH:29]=[CH:28][C:24]=5[N:25]([CH3:27])[N:26]=4)[N:20]=3)[N:15](COCC[Si](C)(C)C)[CH:14]=2)=[O:12])[CH3:9])[CH2:4]1)#[N:2].C(O)(C(F)(F)F)=O. The catalyst is C(Cl)Cl. The product is [C:1]([CH:3]1[CH2:4][N:5]([C:7](=[O:39])[C@H:8]([NH:10][C:11]([C:13]2[C:21]3[C:16](=[N:17][CH:18]=[C:19]([C:22]4[C:23]5[S:30][CH:29]=[CH:28][C:24]=5[N:25]([CH3:27])[N:26]=4)[N:20]=3)[NH:15][CH:14]=2)=[O:12])[CH3:9])[CH2:6]1)#[N:2]. The yield is 0.830. (3) The reactants are [F:1][C:2]1[CH:3]=[C:4]([CH:6]=[CH:7][C:8]=1[F:9])[NH2:5].[Cl:10][CH2:11][C:12](Cl)=[O:13]. The catalyst is O1CCOCC1. The product is [Cl:10][CH2:11][C:12]([NH:5][C:4]1[CH:6]=[CH:7][C:8]([F:9])=[C:2]([F:1])[CH:3]=1)=[O:13]. The yield is 0.915. (4) The reactants are [Br:1][C:2]1[C:3]2[C:8]([C:9]([C:16]3[CH:21]=[CH:20][C:19]([CH:22]=O)=[CH:18][CH:17]=3)=[C:10]3[C:15]=1[CH:14]=[CH:13][CH:12]=[CH:11]3)=[CH:7][CH:6]=[CH:5][CH:4]=2.[CH2:24](P(=O)(OCC)OCC)[C:25]1[CH:30]=[CH:29][CH:28]=[CH:27][CH:26]=1.CS(C)=O.CC(C)([O-])C.[K+]. The catalyst is O. The product is [Br:1][C:2]1[C:3]2[C:8]([C:9]([C:16]3[CH:21]=[CH:20][C:19]([CH:22]=[CH:24][C:25]4[CH:30]=[CH:29][CH:28]=[CH:27][CH:26]=4)=[CH:18][CH:17]=3)=[C:10]3[C:15]=1[CH:14]=[CH:13][CH:12]=[CH:11]3)=[CH:7][CH:6]=[CH:5][CH:4]=2. The yield is 0.860. (5) The reactants are [CH2:1]([O:3][C:4](=[O:29])[CH2:5][CH2:6][CH2:7][O:8][C:9]1[CH:14]=[CH:13][CH:12]=[C:11]([CH2:15][CH2:16][CH2:17][CH2:18][CH2:19][CH2:20]Br)[C:10]=1[CH2:22][CH2:23][C:24]([O:26][CH2:27][CH3:28])=[O:25])[CH3:2].[F:30][C:31]1[CH:32]=[C:33]([C:37]2[CH:42]=[C:41]([I:43])[CH:40]=[C:39]([OH:44])[CH:38]=2)[CH:34]=[CH:35][CH:36]=1. No catalyst specified. The product is [CH2:1]([O:3][C:4](=[O:29])[CH2:5][CH2:6][CH2:7][O:8][C:9]1[CH:14]=[CH:13][CH:12]=[C:11]([CH2:15][CH2:16][CH2:17][CH2:18][CH2:19][CH2:20][O:44][C:39]2[CH:38]=[C:37]([C:33]3[CH:34]=[CH:35][CH:36]=[C:31]([F:30])[CH:32]=3)[CH:42]=[C:41]([I:43])[CH:40]=2)[C:10]=1[CH2:22][CH2:23][C:24]([O:26][CH2:27][CH3:28])=[O:25])[CH3:2]. The yield is 0.990. (6) The reactants are CO[C:3]1[CH:4]=[CH:5][C:6]2[CH:10]=[C:9]([CH2:11]O)[S:8][C:7]=2[CH:13]=1.N([C:21]([O:23][CH2:24][CH3:25])=O)=N[C:21]([O:23][CH2:24][CH3:25])=O.[C:26]1(=[O:36])[NH:30][C:29](=[O:31])[C:28]2=[CH:32][CH:33]=CC=[C:27]12.C1(P(C2C=CC=CC=2)C2C=CC=CC=2)C=CC=CC=1. The catalyst is O1CCCC1. The product is [CH3:21][O:23][C:24]1[CH:25]=[C:27]2[C:28]([C:29](=[O:31])[NH:30][C:26]2=[O:36])=[C:32]([CH2:11][C:9]2[S:8][C:7]3[CH:13]=[CH:3][CH:4]=[CH:5][C:6]=3[CH:10]=2)[CH:33]=1. The yield is 0.340. (7) The yield is 0.810. The catalyst is CO.O. The product is [CH:1]([C:4]1[CH:9]=[C:8]([O:10][CH3:11])[C:7]([C:12]([F:15])([F:14])[F:13])=[CH:6][C:5]=1[OH:26])([CH3:3])[CH3:2]. The reactants are [CH:1]([C:4]1[CH:9]=[C:8]([O:10][CH3:11])[C:7]([C:12]([F:15])([F:14])[F:13])=[CH:6][C:5]=1S(C1C=CC(C)=CC=1)(=O)=O)([CH3:3])[CH3:2].[OH-:26].[Na+].Cl.